Dataset: NCI-60 drug combinations with 297,098 pairs across 59 cell lines. Task: Regression. Given two drug SMILES strings and cell line genomic features, predict the synergy score measuring deviation from expected non-interaction effect. (1) Drug 1: CC12CCC(CC1=CCC3C2CCC4(C3CC=C4C5=CN=CC=C5)C)O. Drug 2: B(C(CC(C)C)NC(=O)C(CC1=CC=CC=C1)NC(=O)C2=NC=CN=C2)(O)O. Cell line: HL-60(TB). Synergy scores: CSS=17.6, Synergy_ZIP=12.6, Synergy_Bliss=13.9, Synergy_Loewe=4.58, Synergy_HSA=9.10. (2) Drug 1: CC1=CC2C(CCC3(C2CCC3(C(=O)C)OC(=O)C)C)C4(C1=CC(=O)CC4)C. Drug 2: CC1C(C(CC(O1)OC2CC(CC3=C2C(=C4C(=C3O)C(=O)C5=C(C4=O)C(=CC=C5)OC)O)(C(=O)CO)O)N)O.Cl. Cell line: IGROV1. Synergy scores: CSS=54.1, Synergy_ZIP=11.3, Synergy_Bliss=10.4, Synergy_Loewe=-17.1, Synergy_HSA=12.0.